From a dataset of Reaction yield outcomes from USPTO patents with 853,638 reactions. Predict the reaction yield, written as a fraction of the theoretical maximum amount of product (1.0 means a 100% yield; for example, 0.34 means a 34% yield). The reactants are [C:1]1([N:7]2[C:15]3[C:10](=[CH:11][C:12]([OH:16])=[CH:13][CH:14]=3)[CH:9]=[CH:8]2)[CH:6]=[CH:5][CH:4]=[CH:3][CH:2]=1.[BH3-]C#N.[Na+].C([O-])([O-])=O.[Na+].[Na+]. The catalyst is CC(O)=O.O. The product is [C:1]1([N:7]2[C:15]3[C:10](=[CH:11][C:12]([OH:16])=[CH:13][CH:14]=3)[CH2:9][CH2:8]2)[CH:6]=[CH:5][CH:4]=[CH:3][CH:2]=1. The yield is 0.400.